From a dataset of Reaction yield outcomes from USPTO patents with 853,638 reactions. Predict the reaction yield, written as a fraction of the theoretical maximum amount of product (1.0 means a 100% yield; for example, 0.34 means a 34% yield). (1) The catalyst is O.C(OCC)(=O)C. The yield is 0.980. The product is [CH2:16]([O:15][C:13]([N:1]1[CH2:6][CH2:5][CH:4]([C:7]([OH:9])=[O:8])[CH2:3][CH2:2]1)=[O:14])[C:17]1[CH:22]=[CH:21][CH:20]=[CH:19][CH:18]=1. The reactants are [NH:1]1[CH2:6][CH2:5][CH:4]([C:7]([OH:9])=[O:8])[CH2:3][CH2:2]1.[OH-].[Na+].Cl[C:13]([O:15][CH2:16][C:17]1[CH:22]=[CH:21][CH:20]=[CH:19][CH:18]=1)=[O:14].Cl. (2) The reactants are [Cl:1][C:2]1[CH:7]=[CH:6][C:5]([C@@:8]2(OC)[C@H:13]([OH:14])[C@@H:12]([OH:15])[C@H:11]([OH:16])[C:10]([CH2:19][OH:20])([CH2:17][OH:18])[O:9]2)=[CH:4][C:3]=1[CH2:23][C:24]1[CH:29]=[CH:28][C:27]([OH:30])=[CH:26][CH:25]=1.CC1CCCO1.C1(C)C(S(O)(=O)=O)=CC=CC=1. The catalyst is ClCCl. The product is [Cl:1][C:2]1[CH:7]=[CH:6][C:5]([C@@:8]23[O:9][C@@:10]([CH2:19][OH:20])([CH2:17][O:18]2)[C@@H:11]([OH:16])[C@H:12]([OH:15])[C@H:13]3[OH:14])=[CH:4][C:3]=1[CH2:23][C:24]1[CH:25]=[CH:26][C:27]([OH:30])=[CH:28][CH:29]=1. The yield is 0.697.